Dataset: Full USPTO retrosynthesis dataset with 1.9M reactions from patents (1976-2016). Task: Predict the reactants needed to synthesize the given product. Given the product [CH:1]1([N:4]2[C:8]([C:9]3[S:19][C:12]4[N:13]=[CH:14][N:15]=[C:16]([NH2:26])[C:11]=4[CH:10]=3)=[C:7]([C:20]3[CH:21]=[CH:22][CH:23]=[CH:24][CH:25]=3)[N:6]=[CH:5]2)[CH2:3][CH2:2]1, predict the reactants needed to synthesize it. The reactants are: [CH:1]1([N:4]2[C:8]([C:9]3[S:19][C:12]4[N:13]=[CH:14][N:15]=[C:16](SC)[C:11]=4[CH:10]=3)=[C:7]([C:20]3[CH:25]=[CH:24][CH:23]=[CH:22][CH:21]=3)[N:6]=[CH:5]2)[CH2:3][CH2:2]1.[NH3:26].[NH4+].[Cl-].